Task: Predict the product of the given reaction.. Dataset: Forward reaction prediction with 1.9M reactions from USPTO patents (1976-2016) (1) Given the reactants [Si:1]([O:8][CH2:9][C@@H:10]([C:12]1[CH:13]=[C:14]([CH:22]=[C:23]([C:25]([F:28])([F:27])[F:26])[CH:24]=1)[C:15]([O:17][C:18]([CH3:21])([CH3:20])[CH3:19])=[O:16])O)([C:4]([CH3:7])([CH3:6])[CH3:5])([CH3:3])[CH3:2].C1(P(C2C=CC=CC=2)C2C=CC=CC=2)C=CC=CC=1.N(C(OC(C)C)=O)=NC(OC(C)C)=O.C1C=CC(OP(OC2C=CC=CC=2)([N:71]=[N+:72]=[N-:73])=O)=CC=1, predict the reaction product. The product is: [N:71]([C@@H:10]([C:12]1[CH:13]=[C:14]([CH:22]=[C:23]([C:25]([F:28])([F:27])[F:26])[CH:24]=1)[C:15]([O:17][C:18]([CH3:21])([CH3:20])[CH3:19])=[O:16])[CH2:9][O:8][Si:1]([C:4]([CH3:7])([CH3:6])[CH3:5])([CH3:3])[CH3:2])=[N+:72]=[N-:73]. (2) The product is: [CH:2]([O:19][C:18](=[O:20])[C:17]1[CH:21]=[C:13]([OH:12])[CH:14]=[N:15][CH:16]=1)([CH3:10])[CH3:3]. Given the reactants Cl[C:2]1[CH:10]=CC(C(O)=O)=C[C:3]=1O.[OH:12][C:13]1[CH:14]=[N:15][CH:16]=[C:17]([CH:21]=1)[C:18]([OH:20])=[O:19], predict the reaction product. (3) Given the reactants [CH3:1][S:2]([C:5]1[CH:21]=[CH:20][C:8]([CH2:9][C:10]2[CH:11]=[C:12]([CH:17]=[CH:18][N:19]=2)[C:13]([O:15][CH3:16])=[O:14])=[CH:7][CH:6]=1)(=[O:4])=[O:3], predict the reaction product. The product is: [CH3:1][S:2]([C:5]1[CH:6]=[CH:7][C:8]([CH2:9][CH:10]2[CH2:11][CH:12]([C:13]([O:15][CH3:16])=[O:14])[CH2:17][CH2:18][NH:19]2)=[CH:20][CH:21]=1)(=[O:4])=[O:3]. (4) Given the reactants C([O:4][C:5]1[CH:6]=[CH:7][CH:8]=[C:9]2[C:14]=1[N:13]=[C:12]([CH3:15])[N:11]=[C:10]2[C:16]1[CH:21]=[CH:20][CH:19]=[CH:18][CH:17]=1)(C)C.B(Cl)(Cl)Cl.CO, predict the reaction product. The product is: [OH:4][C:5]1[CH:6]=[CH:7][CH:8]=[C:9]2[C:14]=1[N:13]=[C:12]([CH3:15])[N:11]=[C:10]2[C:16]1[CH:17]=[CH:18][CH:19]=[CH:20][CH:21]=1. (5) Given the reactants [C:1]([C:5](O)=O)([CH3:4])([CH3:3])C.[NH2:8][C:9]1[CH:10]=[N:11][C:12]2[C:17]([C:18]=1[NH:19][NH2:20])=[CH:16][CH:15]=[CH:14][CH:13]=2.[CH:21](OCC)([O:25]CC)[O:22]CC.Cl.N1C=CC=C[CH:33]=1, predict the reaction product. The product is: [N:19]1([NH:20][C:21](=[O:22])[O:25][C:1]([CH3:3])([CH3:4])[CH3:5])[C:18]2[C:17]3[CH:16]=[CH:15][CH:14]=[CH:13][C:12]=3[N:11]=[CH:10][C:9]=2[N:8]=[CH:33]1. (6) Given the reactants [Br:1][C:2]1[CH:3]=[CH:4][C:5]2[O:14][CH2:13][CH2:12][N:11]3[C:7](=[N:8][C:9](I)=[CH:10]3)[C:6]=2[CH:16]=1.[CH3:17][C:18]1[C:22](B2OC(C)(C)C(C)(C)O2)=[CH:21][NH:20][N:19]=1.C(Cl)Cl.C([O-])([O-])=O.[Cs+].[Cs+], predict the reaction product. The product is: [Br:1][C:2]1[CH:3]=[CH:4][C:5]2[O:14][CH2:13][CH2:12][N:11]3[C:7](=[N:8][C:9]([C:22]4[C:18]([CH3:17])=[N:19][NH:20][CH:21]=4)=[CH:10]3)[C:6]=2[CH:16]=1. (7) Given the reactants [F:1][C:2]1[CH:3]=[C:4]2[C:8](=[CH:9][CH:10]=1)[C:7](=[O:11])[CH2:6][CH2:5]2.[CH2:12]([O:14][C:15](=[O:23])[N:16]([CH2:20][CH2:21]Br)[CH2:17][CH2:18]Br)[CH3:13].[H-].[Na+], predict the reaction product. The product is: [F:1][C:2]1[CH:3]=[C:4]2[C:8](=[CH:9][CH:10]=1)[C:7](=[O:11])[C:6]1([CH2:21][CH2:20][N:16]([C:15]([O:14][CH2:12][CH3:13])=[O:23])[CH2:17][CH2:18]1)[CH2:5]2. (8) Given the reactants [F:1][C:2]([F:23])([F:22])[C:3]1[CH:8]=[CH:7][C:6]([C:9]([N:11]2[CH2:16][CH2:15][CH:14]([C:17]([O:19]CC)=[O:18])[CH2:13][CH2:12]2)=[O:10])=[CH:5][CH:4]=1.[OH-].[Na+], predict the reaction product. The product is: [F:23][C:2]([F:1])([F:22])[C:3]1[CH:4]=[CH:5][C:6]([C:9]([N:11]2[CH2:16][CH2:15][CH:14]([C:17]([OH:19])=[O:18])[CH2:13][CH2:12]2)=[O:10])=[CH:7][CH:8]=1. (9) Given the reactants [CH:1]1([C:4](=O)[C:5]#[C:6][CH:7]([O:11][CH2:12][CH3:13])[O:8][CH2:9][CH3:10])[CH2:3][CH2:2]1.Br.[CH2:16]([S:22][C:23](=[NH:25])[NH2:24])[CH2:17][CH2:18][CH2:19][CH2:20][CH3:21].C(N(CC)CC)C, predict the reaction product. The product is: [CH:1]1([C:4]2[CH:5]=[C:6]([CH:7]([O:11][CH2:12][CH3:13])[O:8][CH2:9][CH3:10])[N:25]=[C:23]([S:22][CH2:16][CH2:17][CH2:18][CH2:19][CH2:20][CH3:21])[N:24]=2)[CH2:3][CH2:2]1. (10) Given the reactants CC(C)(C)[C@H](NC(=O)[C@@H](NC)C)C(N1[C@H](C(N[C@H]2C3C(=CC=CC=3)CCC2)=O)CC2C(=CC(C(N[C@H]3C[C@@H](C(=O)N[C@H]4C5C(=CC=CC=5)CCC4)N(C(=O)[C@@H](NC(=O)[C@@H](NC)C)C(C)(C)C)C3)=O)=CC=2)C1)=O.[C@H:73]1([NH:83][C:84]([C@@H:86]2[CH2:95][C:94]3[C:89](=[CH:90][C:91]([C@H:96]4[CH2:100][C@@H:99]([C:101](=[O:113])[NH:102][C@H:103]5[C:112]6[C:107](=[CH:108][CH:109]=[CH:110][CH:111]=6)[CH2:106][CH2:105][CH2:104]5)[NH:98][CH2:97]4)=[CH:92][CH:93]=3)[CH2:88][N:87]2C(OC(C)(C)C)=O)=[O:85])[C:82]2[C:77](=[CH:78][CH:79]=[CH:80][CH:81]=2)[CH2:76][CH2:75][CH2:74]1, predict the reaction product. The product is: [C@H:73]1([NH:83][C:84]([C@@H:86]2[CH2:95][C:94]3[C:89](=[CH:90][C:91]([C@H:96]4[CH2:100][C@@H:99]([C:101](=[O:113])[NH:102][C@H:103]5[C:112]6[C:107](=[CH:108][CH:109]=[CH:110][CH:111]=6)[CH2:106][CH2:105][CH2:104]5)[NH:98][CH2:97]4)=[CH:92][CH:93]=3)[CH2:88][NH:87]2)=[O:85])[C:82]2[C:77](=[CH:78][CH:79]=[CH:80][CH:81]=2)[CH2:76][CH2:75][CH2:74]1.